From a dataset of Catalyst prediction with 721,799 reactions and 888 catalyst types from USPTO. Predict which catalyst facilitates the given reaction. (1) Reactant: [CH3:1][O:2][C:3]1[CH:8]=[CH:7][C:6]([C@@H:9]([CH3:25])[C:10](N2[C@@H](CC3C=CC=CC=3)COC2=O)=[O:11])=[CH:5][CH:4]=1.[OH-:26].[Li+].OO. Product: [CH3:1][O:2][C:3]1[CH:4]=[CH:5][C:6]([C@@H:9]([CH3:25])[C:10]([OH:11])=[O:26])=[CH:7][CH:8]=1. The catalyst class is: 1. (2) Reactant: [CH3:1][C:2]1[CH:3]=[C:4]2[C:12]3=[C:13]([O:15][CH2:16][CH:17]([C:18]4[CH:23]=[CH:22][CH:21]=[CH:20][CH:19]=4)[N:11]3[C:10]3[CH:9]=[CH:8][CH:7]=[C:6]([O:24][CH2:25][CH2:26][NH2:27])[C:5]2=3)[CH:14]=1.[C:28](OC(=O)C)(=[O:30])[CH3:29]. Product: [CH3:1][C:2]1[CH:3]=[C:4]2[C:12]3=[C:13]([O:15][CH2:16][CH:17]([C:18]4[CH:23]=[CH:22][CH:21]=[CH:20][CH:19]=4)[N:11]3[C:10]3[CH:9]=[CH:8][CH:7]=[C:6]([O:24][CH2:25][CH2:26][NH:27][C:28](=[O:30])[CH3:29])[C:5]2=3)[CH:14]=1. The catalyst class is: 239. (3) Reactant: [Br:1][C:2]1[CH:3]=[C:4]2[C:9](=[CH:10][CH:11]=1)[N:8]=[C:7]([CH3:12])[C:6]([CH2:13][C:14]1[CH:19]=[CH:18][C:17]([C:20]([F:23])([F:22])[F:21])=[CH:16][CH:15]=1)=[C:5]2O.P(Cl)(Cl)([Cl:27])=O. Product: [Br:1][C:2]1[CH:3]=[C:4]2[C:9](=[CH:10][CH:11]=1)[N:8]=[C:7]([CH3:12])[C:6]([CH2:13][C:14]1[CH:19]=[CH:18][C:17]([C:20]([F:23])([F:22])[F:21])=[CH:16][CH:15]=1)=[C:5]2[Cl:27]. The catalyst class is: 10. (4) Reactant: [CH:1]([N:4]1[CH2:9][CH2:8][CH:7]([C:10]2[CH:15]=[CH:14][C:13]([N+:16]([O-])=O)=[CH:12][CH:11]=2)[CH2:6][CH2:5]1)([CH3:3])[CH3:2].O.NN. Product: [CH:1]([N:4]1[CH2:5][CH2:6][CH:7]([C:10]2[CH:11]=[CH:12][C:13]([NH2:16])=[CH:14][CH:15]=2)[CH2:8][CH2:9]1)([CH3:3])[CH3:2]. The catalyst class is: 29. (5) Reactant: [P:1]([Cl:5])(Cl)([Cl:3])=[O:2].[CH:6]1[C:15]2[C:10](=[CH:11][CH:12]=[CH:13][CH:14]=2)[CH:9]=[CH:8][C:7]=1[OH:16].C(N(CC)CC)C. Product: [P:1]([Cl:5])([Cl:3])(=[O:2])[O:16][C:7]1[CH:8]=[CH:9][C:10]2[C:15](=[CH:14][CH:13]=[CH:12][CH:11]=2)[CH:6]=1. The catalyst class is: 27. (6) Reactant: [OH:1][C:2]1[CH:3]=[CH:4][C:5]2[CH2:11][CH2:10][N:9]([CH3:12])[C:8](=[O:13])[NH:7][C:6]=2[CH:14]=1.C(=O)([O-])[O-].[Cs+].[Cs+].Br[CH2:22][CH2:23][CH2:24][CH2:25][Cl:26]. Product: [Cl:26][CH2:25][CH2:24][CH2:23][CH2:22][O:1][C:2]1[CH:3]=[CH:4][C:5]2[CH2:11][CH2:10][N:9]([CH3:12])[C:8](=[O:13])[NH:7][C:6]=2[CH:14]=1. The catalyst class is: 40.